Dataset: Catalyst prediction with 721,799 reactions and 888 catalyst types from USPTO. Task: Predict which catalyst facilitates the given reaction. Reactant: [F:1][C:2]([Si](C)(C)C)([F:4])[F:3].[Br:9][C:10]1[CH:15]=[CH:14][C:13]([CH:16]([CH3:30])[C:17]([C:19]2[CH:20]=[CH:21][C:22]3[O:26][C:25](=[O:27])[N:24]([CH3:28])[C:23]=3[CH:29]=2)=[O:18])=[C:12]([Cl:31])[CH:11]=1.O.O.O.[F-].C([N+](CCCC)(CCCC)CCCC)CCC.[F-].C([N+](CCCC)(CCCC)CCCC)CCC. Product: [Br:9][C:10]1[CH:15]=[CH:14][C:13]([CH:16]([CH3:30])[C:17]([C:19]2[CH:20]=[CH:21][C:22]3[O:26][C:25](=[O:27])[N:24]([CH3:28])[C:23]=3[CH:29]=2)([OH:18])[C:2]([F:4])([F:3])[F:1])=[C:12]([Cl:31])[CH:11]=1. The catalyst class is: 1.